From a dataset of Forward reaction prediction with 1.9M reactions from USPTO patents (1976-2016). Predict the product of the given reaction. (1) Given the reactants [Br:1][C:2]1[CH:7]=[CH:6][C:5]([NH2:8])=[C:4]([F:9])[CH:3]=1.C[Si]([N-][Si](C)(C)C)(C)C.[Li+].Cl[C:21]1[N:22]([CH3:33])[C:23](=[O:32])[C:24]([CH3:31])=[CH:25][C:26]=1[C:27]([O:29][CH3:30])=[O:28], predict the reaction product. The product is: [Br:1][C:2]1[CH:7]=[CH:6][C:5]([NH:8][C:21]2[N:22]([CH3:33])[C:23](=[O:32])[C:24]([CH3:31])=[CH:25][C:26]=2[C:27]([O:29][CH3:30])=[O:28])=[C:4]([F:9])[CH:3]=1. (2) Given the reactants Cl[C:2]1[C:7]([C:8]([O:10][CH2:11][CH3:12])=[O:9])=[CH:6][N:5]=[C:4]([C:13]2[CH:18]=[CH:17][CH:16]=[C:15]([Cl:19])[CH:14]=2)[CH:3]=1.[Cl:20][C:21]1[CH:26]=[C:25]([O:27][C:28]([F:31])([F:30])[F:29])[CH:24]=[CH:23][C:22]=1[OH:32].C(=O)([O-])[O-].[K+].[K+], predict the reaction product. The product is: [Cl:20][C:21]1[CH:26]=[C:25]([O:27][C:28]([F:29])([F:30])[F:31])[CH:24]=[CH:23][C:22]=1[O:32][C:2]1[C:7]([C:8]([O:10][CH2:11][CH3:12])=[O:9])=[CH:6][N:5]=[C:4]([C:13]2[CH:18]=[CH:17][CH:16]=[C:15]([Cl:19])[CH:14]=2)[CH:3]=1. (3) Given the reactants O.[OH-].[Li+].[O:4]1[CH:8]=[CH:7][CH:6]=[C:5]1[C:9]1[O:10][C:11]([CH3:38])=[C:12]([CH2:14][O:15][C:16]2[CH:37]=[CH:36][C:19]([CH2:20][O:21]/[N:22]=[C:23](/[C:30]3[CH:35]=[CH:34][CH:33]=[CH:32][CH:31]=3)\[CH2:24][CH2:25][C:26]([O:28]C)=[O:27])=[CH:18][CH:17]=2)[N:13]=1.O.Cl, predict the reaction product. The product is: [O:4]1[CH:8]=[CH:7][CH:6]=[C:5]1[C:9]1[O:10][C:11]([CH3:38])=[C:12]([CH2:14][O:15][C:16]2[CH:17]=[CH:18][C:19]([CH2:20][O:21]/[N:22]=[C:23](/[C:30]3[CH:35]=[CH:34][CH:33]=[CH:32][CH:31]=3)\[CH2:24][CH2:25][C:26]([OH:28])=[O:27])=[CH:36][CH:37]=2)[N:13]=1.